This data is from Forward reaction prediction with 1.9M reactions from USPTO patents (1976-2016). The task is: Predict the product of the given reaction. (1) Given the reactants [F:1][C:2]1[CH:11]=[C:10]2[C:5]([CH:6]=[CH:7][CH:8]=[N:9]2)=[CH:4][C:3]=1[CH2:12][N:13]1[C:21]2[C:16](=[N:17][CH:18]=[C:19]([C:22](=O)[CH3:23])[N:20]=2)[N:15]=[N:14]1.[C:25]([NH:29][NH2:30])(=[O:28])[CH2:26][CH3:27], predict the reaction product. The product is: [F:1][C:2]1[CH:11]=[C:10]2[C:5]([CH:6]=[CH:7][CH:8]=[N:9]2)=[CH:4][C:3]=1[CH2:12][N:13]1[C:21]2[C:16](=[N:17][CH:18]=[C:19](/[C:22](=[N:30]/[NH:29][C:25](=[O:28])[CH2:26][CH3:27])/[CH3:23])[N:20]=2)[N:15]=[N:14]1. (2) Given the reactants [NH2:1][C@@:2]1([C:11]2[CH:16]=[CH:15][CH:14]=[CH:13][C:12]=2[F:17])[CH2:6][C@@H:5]([O:7][CH3:8])[CH2:4][C@H:3]1[CH2:9][OH:10].[C:18]1([CH2:31][O:32][C:33]([N:35]=[C:36]=[S:37])=[O:34])[C:30]2[CH2:29][C:28]3[C:23](=[CH:24][CH:25]=[CH:26][CH:27]=3)[C:22]=2[CH:21]=[CH:20][CH:19]=1, predict the reaction product. The product is: [F:17][C:12]1[CH:13]=[CH:14][CH:15]=[CH:16][C:11]=1[C@:2]1([NH:1][C:36]([NH:35][C:33](=[O:34])[O:32][CH2:31][CH:18]2[C:19]3[CH:20]=[CH:21][CH:22]=[CH:30][C:29]=3[C:28]3[C:27]2=[CH:26][CH:25]=[CH:24][CH:23]=3)=[S:37])[CH2:6][C@@H:5]([O:7][CH3:8])[CH2:4][C@H:3]1[CH2:9][OH:10].